Task: Predict the reaction yield, written as a fraction of the theoretical maximum amount of product (1.0 means a 100% yield; for example, 0.34 means a 34% yield).. Dataset: Reaction yield outcomes from USPTO patents with 853,638 reactions (1) The reactants are [C:1]([C:3]1[CH:4]=[C:5]([NH:9][C:10](=[O:33])[NH:11][C:12]2[CH:17]=[CH:16][C:15]([S:18]([NH:21][CH2:22][C:23]3[CH:28]=[CH:27][C:26]([S:29](=[O:32])(=[O:31])[NH2:30])=[CH:25][CH:24]=3)(=[O:20])=[O:19])=[CH:14][CH:13]=2)[CH:6]=[CH:7][CH:8]=1)#[N:2].[CH:34]1([CH2:37][N:38]2[CH2:43][CH2:42][NH:41][CH2:40][CH2:39]2)[CH2:36][CH2:35]1. No catalyst specified. The product is [CH:34]1([CH2:37][N:38]2[CH2:43][CH2:42][N:41]([C:1](=[NH:2])[C:3]3[CH:4]=[C:5]([NH:9][C:10](=[O:33])[NH:11][C:12]4[CH:17]=[CH:16][C:15]([S:18]([NH:21][CH2:22][C:23]5[CH:28]=[CH:27][C:26]([S:29](=[O:31])(=[O:32])[NH2:30])=[CH:25][CH:24]=5)(=[O:20])=[O:19])=[CH:14][CH:13]=4)[CH:6]=[CH:7][CH:8]=3)[CH2:40][CH2:39]2)[CH2:36][CH2:35]1. The yield is 0.570. (2) The reactants are [CH3:1][O:2][C:3]1[CH:4]=[C:5]([NH:11][C:12]2[C:13]([NH:22][S:23]([C:26]3[CH:27]=[N:28][CH:29]=[CH:30][CH:31]=3)(=[O:25])=[O:24])=[N:14][C:15]3[C:20]([N:21]=2)=[CH:19][CH:18]=[CH:17][CH:16]=3)[CH:6]=[C:7]([O:9][CH3:10])[CH:8]=1.[CH3:32][N:33]([CH3:37])[CH2:34][CH2:35][NH2:36]. The catalyst is CN(C=O)C. The product is [CH3:10][O:9][C:7]1[CH:6]=[C:5]([NH:11][C:12]2[C:13]([NH:22][S:23]([C:26]3[CH:27]=[N:28][C:29]([NH:36][CH2:35][CH2:34][N:33]([CH3:37])[CH3:32])=[CH:30][CH:31]=3)(=[O:24])=[O:25])=[N:14][C:15]3[C:20]([N:21]=2)=[CH:19][CH:18]=[CH:17][CH:16]=3)[CH:4]=[C:3]([O:2][CH3:1])[CH:8]=1. The yield is 0.190. (3) The reactants are [CH:1]([O:4][C:5]1([C:8]2[CH:13]=[CH:12][C:11]([C:14]#[C:15][C:16]3[CH:26]=[CH:25][C:19]([C:20]([O:22]CC)=[O:21])=[CH:18][CH:17]=3)=[CH:10][C:9]=2[CH3:27])[CH2:7][CH2:6]1)([CH3:3])[CH3:2].[OH-].[Na+]. The catalyst is C(O)C.O1CCCC1. The product is [CH:1]([O:4][C:5]1([C:8]2[CH:13]=[CH:12][C:11]([C:14]#[C:15][C:16]3[CH:17]=[CH:18][C:19]([C:20]([OH:22])=[O:21])=[CH:25][CH:26]=3)=[CH:10][C:9]=2[CH3:27])[CH2:6][CH2:7]1)([CH3:3])[CH3:2]. The yield is 0.690. (4) The reactants are [Li]CCCC.[S:6]1[C:10]2[CH:11]=[CH:12][CH:13]=[CH:14][C:9]=2[N:8]=[CH:7]1.CN([CH:18]=[O:19])C.[NH4+].[Cl-]. The catalyst is C1COCC1. The product is [S:6]1[C:10]2[CH:11]=[CH:12][CH:13]=[CH:14][C:9]=2[N:8]=[C:7]1[CH:18]=[O:19]. The yield is 0.370. (5) The reactants are [CH:1]1[C:6]([CH:7]=O)=[CH:5][C:4]2[O:9][CH2:10][O:11][C:3]=2[CH:2]=1.Br.[Br:13][CH2:14][CH2:15][CH2:16][NH2:17].C(N(CC)CC)C.C(O)(=O)C.C([O-])([O-])=O.[K+].[K+].[Cl-].[Na+]. The catalyst is O.C(O)(C)C. The product is [O:11]1[C:3]2[CH:2]=[CH:1][C:6]([CH2:7][NH:17][CH2:16][CH2:15][CH2:14][Br:13])=[CH:5][C:4]=2[O:9][CH2:10]1. The yield is 0.690. (6) The reactants are Cl.[NH2:2][C@@H:3]1[CH2:8][CH2:7][C@H:6]([C:9]([NH:11][CH:12]([CH3:14])[CH3:13])=[O:10])[CH2:5][CH2:4]1.CCN(C(C)C)C(C)C.[Cl:24][C:25]1[CH:30]=[C:29](Cl)[C:28]([N+:32]([O-:34])=[O:33])=[CH:27][N:26]=1. The catalyst is C(#N)C.O. The product is [Cl:24][C:25]1[CH:30]=[C:29]([NH:2][C@@H:3]2[CH2:4][CH2:5][C@H:6]([C:9]([NH:11][CH:12]([CH3:14])[CH3:13])=[O:10])[CH2:7][CH2:8]2)[C:28]([N+:32]([O-:34])=[O:33])=[CH:27][N:26]=1. The yield is 0.734. (7) The catalyst is C(Cl)(Cl)Cl.[O-]S([O-])(=S)=O.[Na+].[Na+]. The reactants are [CH3:1][O:2][C:3](=[O:13])[C:4]1[CH:9]=[CH:8][C:7]([C:10](=[O:12])[CH3:11])=[CH:6][CH:5]=1.[Br:14]Br. The product is [CH3:1][O:2][C:3](=[O:13])[C:4]1[CH:9]=[CH:8][C:7]([C:10](=[O:12])[CH2:11][Br:14])=[CH:6][CH:5]=1. The yield is 0.670.